Dataset: Full USPTO retrosynthesis dataset with 1.9M reactions from patents (1976-2016). Task: Predict the reactants needed to synthesize the given product. (1) Given the product [O:1]([C:8]1[CH:28]=[CH:27][C:11]([O:12][C:13]2[C:14]3[N:21]([CH2:22][CH:23]4[CH2:26][CH2:25][N:24]4[C:34]#[N:35])[CH:20]=[CH:19][C:15]=3[N:16]=[CH:17][N:18]=2)=[CH:10][CH:9]=1)[C:2]1[CH:7]=[CH:6][CH:5]=[CH:4][CH:3]=1, predict the reactants needed to synthesize it. The reactants are: [O:1]([C:8]1[CH:28]=[CH:27][C:11]([O:12][C:13]2[C:14]3[N:21]([CH2:22][CH:23]4[CH2:26][CH2:25][NH:24]4)[CH:20]=[CH:19][C:15]=3[N:16]=[CH:17][N:18]=2)=[CH:10][CH:9]=1)[C:2]1[CH:7]=[CH:6][CH:5]=[CH:4][CH:3]=1.C(=O)(O)[O-].[Na+].[C:34](Br)#[N:35]. (2) Given the product [Br:1][C:2]1[CH:7]=[CH:6][CH:5]=[C:4]([O:8][CH2:16][CH2:15][CH:9]2[CH2:14][CH2:13][CH2:12][CH2:11][CH2:10]2)[CH:3]=1, predict the reactants needed to synthesize it. The reactants are: [Br:1][C:2]1[CH:3]=[C:4]([OH:8])[CH:5]=[CH:6][CH:7]=1.[CH:9]1([CH2:15][CH2:16]C2C=CC=CC=2O)[CH2:14][CH2:13][CH2:12][CH2:11][CH2:10]1.C1(P(C2C=CC=CC=2)C2C=CC=CC=2)C=CC=CC=1.CCOC(/N=N/C(OCC)=O)=O.C1(C)C=CC=CC=1. (3) The reactants are: [N:1]1[CH:6]=[CH:5][CH:4]=[C:3]([C:7]2[N:11]([C:12]3[CH:13]=[N:14][C:15]([NH2:18])=[N:16][CH:17]=3)[N:10]=[C:9]([C:19]([F:22])([F:21])[F:20])[CH:8]=2)[CH:2]=1.[C:23](Cl)(=[O:30])[C:24]1[CH:29]=[CH:28][CH:27]=[CH:26][CH:25]=1.C(=O)(O)[O-].[Na+]. Given the product [N:1]1[CH:6]=[CH:5][CH:4]=[C:3]([C:7]2[N:11]([C:12]3[CH:17]=[N:16][C:15]([NH:18][C:23](=[O:30])[C:24]4[CH:29]=[CH:28][CH:27]=[CH:26][CH:25]=4)=[N:14][CH:13]=3)[N:10]=[C:9]([C:19]([F:21])([F:22])[F:20])[CH:8]=2)[CH:2]=1, predict the reactants needed to synthesize it. (4) Given the product [C@H:1]12[C:11]([C:12]([O:14][CH2:15][CH3:16])=[O:13])([C:17]([O:19][CH2:20][CH3:21])=[O:18])[C@H:8]1[CH2:7][CH2:6][CH:5]=[CH:4][CH2:3][CH2:2]2, predict the reactants needed to synthesize it. The reactants are: [CH:1]1[CH2:8][CH2:7][CH:6]=[CH:5][CH2:4][CH2:3][CH:2]=1.[N+](=[C:11]([C:17]([O:19][CH2:20][CH3:21])=[O:18])[C:12]([O:14][CH2:15][CH3:16])=[O:13])=[N-].